From a dataset of Full USPTO retrosynthesis dataset with 1.9M reactions from patents (1976-2016). Predict the reactants needed to synthesize the given product. (1) Given the product [C:1]([C:3]1[CH:8]=[CH:7][C:6]([CH:9]2[C:14]([C:15]#[N:17])=[C:13]([CH3:18])[N:12]([C:19]3[CH:24]=[CH:23][CH:22]=[C:21]([C:25]([F:28])([F:27])[F:26])[CH:20]=3)[C:11](=[O:29])[NH:10]2)=[C:5]([S:30]([CH:33]([CH3:35])[CH3:34])(=[O:32])=[O:31])[CH:4]=1)#[N:2], predict the reactants needed to synthesize it. The reactants are: [C:1]([C:3]1[CH:8]=[CH:7][C:6]([CH:9]2[C:14]([C:15]([NH2:17])=O)=[C:13]([CH3:18])[N:12]([C:19]3[CH:24]=[CH:23][CH:22]=[C:21]([C:25]([F:28])([F:27])[F:26])[CH:20]=3)[C:11](=[O:29])[NH:10]2)=[C:5]([S:30]([CH:33]([CH3:35])[CH3:34])(=[O:32])=[O:31])[CH:4]=1)#[N:2].[OH-].COC(NS([N+](CC)(CC)CC)(=O)=O)=O.O. (2) Given the product [CH2:17]([C:16]1[S:7][C:6]([C:5]2[CH:9]=[CH:10][N:11]=[C:3]([CH2:1][CH3:2])[CH:4]=2)=[N:8][C:15]=1[OH:14])[CH3:18], predict the reactants needed to synthesize it. The reactants are: [CH2:1]([C:3]1[CH:4]=[C:5]([CH:9]=[CH:10][N:11]=1)[C:6]([NH2:8])=[S:7])[CH3:2].C([O:14][C:15](=O)[CH:16](Br)[CH2:17][CH3:18])C.N1C=CC=CC=1.C(OCC)(=O)C.CCCCCC. (3) Given the product [CH3:20][C:9]([CH3:19])([CH2:8][N:7]1[C:6]2[CH:21]=[CH:22][CH:23]=[CH:24][C:5]=2[N:4]=[C:3]1[CH2:2][NH:1][CH:33]1[C:34]2[N:25]=[CH:26][CH:27]=[CH:28][C:29]=2[CH2:30][CH2:31][CH2:32]1)[CH2:10][NH:11][C:12](=[O:18])[O:13][C:14]([CH3:15])([CH3:16])[CH3:17], predict the reactants needed to synthesize it. The reactants are: [NH2:1][CH2:2][C:3]1[N:7]([CH2:8][C:9]([CH3:20])([CH3:19])[CH2:10][NH:11][C:12](=[O:18])[O:13][C:14]([CH3:17])([CH3:16])[CH3:15])[C:6]2[CH:21]=[CH:22][CH:23]=[CH:24][C:5]=2[N:4]=1.[N:25]1[C:34]2[CH:33](NCC3N(C4CCN(C(OC(C)(C)C)=O)CC4)C4C=CC=CC=4N=3)[CH2:32][CH2:31][CH2:30][C:29]=2[CH:28]=[CH:27][CH:26]=1. (4) Given the product [CH3:37][N:23]([S:20]([C:17]1[CH:16]=[CH:15][C:14]([O:13][CH2:12][C:10]2[C:9]3[C:4](=[CH:5][CH:6]=[CH:7][CH:8]=3)[N:3]=[C:2]([CH3:1])[CH:11]=2)=[CH:19][CH:18]=1)(=[O:22])=[O:21])[C@@H:24]1[C@H:29]([C:30]([O:32][C:33]([CH3:36])([CH3:35])[CH3:34])=[O:31])[CH2:28][CH:27]=[CH:26][CH2:25]1, predict the reactants needed to synthesize it. The reactants are: [CH3:1][C:2]1[CH:11]=[C:10]([CH2:12][O:13][C:14]2[CH:19]=[CH:18][C:17]([S:20]([NH:23][C@@H:24]3[C@H:29]([C:30]([O:32][C:33]([CH3:36])([CH3:35])[CH3:34])=[O:31])[CH2:28][CH:27]=[CH:26][CH2:25]3)(=[O:22])=[O:21])=[CH:16][CH:15]=2)[C:9]2[C:4](=[CH:5][CH:6]=[CH:7][CH:8]=2)[N:3]=1.[C:37](=O)([O-])[O-].[K+].[K+].IC. (5) Given the product [CH2:21]([O:23][C:24](=[O:37])[C:25]([CH3:27])([O:28][C:29]1[CH:34]=[CH:33][C:32]([O:10][CH2:9][CH2:8][C:7]2[C:2]([CH3:1])=[N:3][C:4]([C:11]3[CH:16]=[CH:15][C:14]([C:17]([F:18])([F:20])[F:19])=[CH:13][CH:12]=3)=[CH:5][CH:6]=2)=[CH:31][C:30]=1[CH3:36])[CH3:26])[CH3:22], predict the reactants needed to synthesize it. The reactants are: [CH3:1][C:2]1[C:7]([CH2:8][CH2:9][OH:10])=[CH:6][CH:5]=[C:4]([C:11]2[CH:16]=[CH:15][C:14]([C:17]([F:20])([F:19])[F:18])=[CH:13][CH:12]=2)[N:3]=1.[CH2:21]([O:23][C:24](=[O:37])[C:25]([O:28][C:29]1[CH:34]=[CH:33][C:32](O)=[CH:31][C:30]=1[CH3:36])([CH3:27])[CH3:26])[CH3:22].C(P(CCCC)CCCC)CCC.CN(C)C(N=NC(N(C)C)=O)=O. (6) The reactants are: [Cl:1][C:2]1[CH:7]=[CH:6][C:5]([C@@H:8]2[C@@H:13]([C@@H:14]([O:16][C:17]3C=CC(Cl)=C(Cl)C=3)[CH3:15])[CH2:12][CH2:11][N:10]([C:25]([CH:27]3[CH2:32][CH2:31][N:30]([C:33]4[CH:38]=[CH:37][C:36]([C:39]#[N:40])=[CH:35][N:34]=4)[CH2:29][CH2:28]3)=[O:26])[CH2:9]2)=[CH:4][CH:3]=1.N1CCCCC1.C(N1CC[C@H]([C@H]([OH:62])C)[C@@H](C2C=CC(Cl)=CC=2)C1)C1C=CC=CC=1.[F:70][C:71]1[CH:72]=[N:73]C(O)=[N:75][CH:76]=1.ClC(OC(Cl)=O)C.CCN(C(C)C)C(C)C. Given the product [C:39]([C:36]1[CH:37]=[CH:38][C:33]([N:30]2[CH2:31][CH2:32][CH:27]([C:25]([OH:26])=[O:62])[CH2:28][CH2:29]2)=[N:34][CH:35]=1)#[N:40].[Cl:1][C:2]1[CH:3]=[CH:4][C:5]([C@@H:8]2[C@@H:13]([C@@H:14]([O:16][C:17]3[N:73]=[CH:72][C:71]([F:70])=[CH:76][N:75]=3)[CH3:15])[CH2:12][CH2:11][N:10]([C:25]([CH:27]3[CH2:32][CH2:31][N:30]([C:33]4[CH:38]=[CH:37][C:36]([C:39]#[N:40])=[CH:35][N:34]=4)[CH2:29][CH2:28]3)=[O:26])[CH2:9]2)=[CH:6][CH:7]=1, predict the reactants needed to synthesize it. (7) Given the product [Cl:28][C:9]1([S:12]([NH2:15])(=[O:14])=[O:13])[CH2:11][CH2:10]1.[C:1]([NH:5][C:6](=[O:7])[O-:8])([CH3:4])([CH3:3])[CH3:2], predict the reactants needed to synthesize it. The reactants are: [C:1]([NH:5][C:6](=[O:8])[OH:7])([CH3:4])([CH3:3])[CH3:2].[CH:9]1([S:12]([NH2:15])(=[O:14])=[O:13])[CH2:11][CH2:10]1.[Li]CCCC.C1C(=O)N([Cl:28])C(=O)C1. (8) Given the product [C:1]([O:5][C:6]([N:8]1[CH2:9][CH2:10][C:11](=[C:14]([C:24]2[CH:29]=[CH:28][CH:27]=[CH:26][CH:25]=2)[C:15]2[O:16][C:17]([CH:20]3[CH2:21][N:22]([CH3:33])[CH2:23]3)=[N:18][N:19]=2)[CH2:12][CH2:13]1)=[O:7])([CH3:4])([CH3:2])[CH3:3], predict the reactants needed to synthesize it. The reactants are: [C:1]([O:5][C:6]([N:8]1[CH2:13][CH2:12][C:11](=[C:14]([C:24]2[CH:29]=[CH:28][CH:27]=[CH:26][CH:25]=2)[C:15]2[O:16][C:17]([CH:20]3[CH2:23][NH:22][CH2:21]3)=[N:18][N:19]=2)[CH2:10][CH2:9]1)=[O:7])([CH3:4])([CH3:3])[CH3:2].C=O.[BH3-][C:33]#N.[Na+].O. (9) Given the product [CH3:42][C:10]1([CH3:43])[CH:11]([NH:14][CH2:15][C:16]2[CH:21]=[C:20]([C:22]3[CH:27]=[CH:26][C:25]([OH:28])=[CH:24][CH:23]=3)[N:19]=[C:18]3[NH:32][N:33]=[C:34]([CH3:35])[C:17]=23)[CH2:12][CH2:13][NH:8][CH2:9]1, predict the reactants needed to synthesize it. The reactants are: C(OC([N:8]1[CH2:13][CH2:12][CH:11]([NH:14][CH2:15][C:16]2[CH:21]=[C:20]([C:22]3[CH:27]=[CH:26][C:25]([O:28]COC)=[CH:24][CH:23]=3)[N:19]=[C:18]3[N:32](C4CCCCO4)[N:33]=[C:34]([CH3:35])[C:17]=23)[C:10]([CH3:43])([CH3:42])[CH2:9]1)=O)(C)(C)C.Cl.